This data is from Catalyst prediction with 721,799 reactions and 888 catalyst types from USPTO. The task is: Predict which catalyst facilitates the given reaction. (1) Reactant: [Cl:1][C:2]1[N:3]=[C:4](Cl)[C:5]2[CH:10]=[CH:9][N:8]([S:11]([C:14]3[CH:19]=[CH:18][C:17]([CH3:20])=[CH:16][CH:15]=3)(=[O:13])=[O:12])[C:6]=2[N:7]=1.[NH2:22][C:23]1[CH:31]=[CH:30][CH:29]=[CH:28][C:24]=1[C:25]([OH:27])=[O:26].CCN(C(C)C)C(C)C. Product: [Cl:1][C:2]1[N:3]=[C:4]([NH:22][C:23]2[CH:31]=[CH:30][CH:29]=[CH:28][C:24]=2[C:25]([OH:27])=[O:26])[C:5]2[CH:10]=[CH:9][N:8]([S:11]([C:14]3[CH:19]=[CH:18][C:17]([CH3:20])=[CH:16][CH:15]=3)(=[O:13])=[O:12])[C:6]=2[N:7]=1. The catalyst class is: 41. (2) Reactant: [NH2:1][C:2]1[CH:3]=[C:4]([O:26][C:27](=[O:29])[CH3:28])[CH:5]=[CH:6][C:7]=1[O:8][Si:9]([C:22]([CH3:25])([CH3:24])[CH3:23])([C:16]1[CH:21]=[CH:20][CH:19]=[CH:18][CH:17]=1)[C:10]1[CH:15]=[CH:14][CH:13]=[CH:12][CH:11]=1.C(NC(C)C)(C)C.[CH3:37][S:38](Cl)(=[O:40])=[O:39]. Product: [C:27]([O:26][C:4]1[CH:5]=[CH:6][C:7]([O:8][Si:9]([C:22]([CH3:25])([CH3:23])[CH3:24])([C:10]2[CH:15]=[CH:14][CH:13]=[CH:12][CH:11]=2)[C:16]2[CH:17]=[CH:18][CH:19]=[CH:20][CH:21]=2)=[C:2]([NH:1][S:38]([CH3:37])(=[O:40])=[O:39])[CH:3]=1)(=[O:29])[CH3:28]. The catalyst class is: 4. (3) Product: [CH:23]1([C:20]2[CH:19]=[CH:18][C:17]([C:14]3[C:13]4[C:29]([CH3:30])=[C:9]([NH2:8])[C:10]([CH3:32])=[C:11]([CH3:31])[C:12]=4[O:16][CH:15]=3)=[CH:22][CH:21]=2)[CH2:24][CH2:25][CH2:26][CH2:27][CH2:28]1. The catalyst class is: 81. Reactant: C([NH:8][C:9]1[C:10]([CH3:32])=[C:11]([CH3:31])[C:12]2[O:16][CH:15]=[C:14]([C:17]3[CH:22]=[CH:21][C:20]([CH:23]4[CH2:28][CH2:27][CH2:26][CH2:25][CH2:24]4)=[CH:19][CH:18]=3)[C:13]=2[C:29]=1[CH3:30])C1C=CC=CC=1.